This data is from Reaction yield outcomes from USPTO patents with 853,638 reactions. The task is: Predict the reaction yield, written as a fraction of the theoretical maximum amount of product (1.0 means a 100% yield; for example, 0.34 means a 34% yield). (1) The reactants are C[O:2][C:3]1[CH:8]=[C:7]([CH2:9][O:10][CH3:11])[C:6]([O:12]C)=[CH:5][C:4]=1[CH2:14][O:15][CH3:16].[N+]([O-])([O-])=O.[NH4+].[Ce]. The catalyst is C(#N)C.O. The product is [CH3:16][O:15][CH2:14][C:4]1[C:3](=[O:2])[CH:8]=[C:7]([CH2:9][O:10][CH3:11])[C:6](=[O:12])[CH:5]=1. The yield is 0.670. (2) The reactants are [F:1][C:2]([F:16])([C:6]1[CH:11]=[CH:10][C:9]([C:12]([O:14][CH3:15])=[O:13])=[CH:8][CH:7]=1)[C:3]([OH:5])=O.[Cl-].[Cl-].[NH3+:19][C@@H:20]([C:22]1[CH:27]=[CH:26][C:25]([O:28][CH2:29][C:30]([F:33])([F:32])[F:31])=[CH:24][NH+:23]=1)[CH3:21].C1C=NC2N(O)N=NC=2C=1.C(Cl)CCl.CCN(C(C)C)C(C)C. The catalyst is C(Cl)Cl. The product is [F:16][C:2]([C:6]1[CH:11]=[CH:10][C:9]([C:12]([O:14][CH3:15])=[O:13])=[CH:8][CH:7]=1)([F:1])[C:3](=[O:5])[NH:19][C@@H:20]([C:22]1[CH:27]=[CH:26][C:25]([O:28][CH2:29][C:30]([F:33])([F:31])[F:32])=[CH:24][N:23]=1)[CH3:21]. The yield is 0.650. (3) The reactants are [CH3:1][O:2][C:3]1[CH:8]=[CH:7][C:6]([N:9]2[C:13]3[CH:14]=[C:15]([C:18]([NH:20][NH2:21])=[O:19])[CH:16]=[CH:17][C:12]=3[N:11]=[CH:10]2)=[CH:5][CH:4]=1.[OH-].[K+].[C:24](=S)=[S:25]. The catalyst is C(O)C. The product is [CH3:1][O:2][C:3]1[CH:4]=[CH:5][C:6]([N:9]2[C:13]3[CH:14]=[C:15]([C:18]4[O:19][C:24]([SH:25])=[N:21][N:20]=4)[CH:16]=[CH:17][C:12]=3[N:11]=[CH:10]2)=[CH:7][CH:8]=1. The yield is 0.530.